This data is from Forward reaction prediction with 1.9M reactions from USPTO patents (1976-2016). The task is: Predict the product of the given reaction. (1) Given the reactants C1(C)C=CC(S([O-])(=O)=O)=CC=1.[CH2:12]([N+:19]1[C:23](=[O:24])[C:22](=[C:25]2[N:29]([CH3:30])[C:28]([C:31]3[CH:36]=[CH:35][CH:34]=[CH:33][CH:32]=3)=[CH:27][S:26]2)[S:21][C:20]=1SC)[C:13]1[CH:18]=[CH:17][CH:16]=[CH:15][CH:14]=1.[NH2:39][C:40]1[CH:49]=[CH:48][C:43]([NH:44][C:45](=[O:47])[CH3:46])=[CH:42][CH:41]=1, predict the reaction product. The product is: [CH2:12]([N:19]1[C:23](=[O:24])[C:22](=[C:25]2[N:29]([CH3:30])[C:28]([C:31]3[CH:32]=[CH:33][CH:34]=[CH:35][CH:36]=3)=[CH:27][S:26]2)[S:21][C:20]1=[N:39][C:40]1[CH:41]=[CH:42][C:43]([NH:44][C:45](=[O:47])[CH3:46])=[CH:48][CH:49]=1)[C:13]1[CH:14]=[CH:15][CH:16]=[CH:17][CH:18]=1. (2) Given the reactants Br[CH2:2][C:3]1[CH:8]=[CH:7][C:6]([B:9]2[O:13][C:12]([CH3:15])([CH3:14])[C:11]([CH3:17])([CH3:16])[O:10]2)=[CH:5][CH:4]=1.[NH:18]1[CH2:23][CH2:22][O:21][CH2:20][CH2:19]1, predict the reaction product. The product is: [CH3:16][C:11]1([CH3:17])[C:12]([CH3:15])([CH3:14])[O:13][B:9]([C:6]2[CH:7]=[CH:8][C:3]([CH2:2][N:18]3[CH2:23][CH2:22][O:21][CH2:20][CH2:19]3)=[CH:4][CH:5]=2)[O:10]1. (3) Given the reactants [CH3:1][CH:2]1[CH2:8][C:7]2[CH:9]=[C:10]3[O:15][CH2:14][O:13][C:11]3=[CH:12][C:6]=2[C:5]([C:16]2[CH:21]=[CH:20][C:19]([N+:22]([O-:24])=[O:23])=[CH:18][CH:17]=2)=[N:4][N:3]1[C:25](=[S:27])[NH2:26].Br[CH2:29][CH2:30][C:31](OCC)=[O:32].CN(C)C=O, predict the reaction product. The product is: [O:32]=[C:31]1[CH2:30][CH2:29][S:27][C:25]([N:3]2[CH:2]([CH3:1])[CH2:8][C:7]3[CH:9]=[C:10]4[O:15][CH2:14][O:13][C:11]4=[CH:12][C:6]=3[C:5]([C:16]3[CH:17]=[CH:18][C:19]([N+:22]([O-:24])=[O:23])=[CH:20][CH:21]=3)=[N:4]2)=[N:26]1. (4) Given the reactants [NH2:1][C:2]1[N:7]=[C:6]([N:8]2[C:16]3[C:11](=[CH:12][CH:13]=[C:14]([I:17])[CH:15]=3)[C:10]([C:18](Cl)=[O:19])=[N:9]2)[CH:5]=[CH:4][N:3]=1.[CH3:21][NH:22][C:23]1[CH:28]=[CH:27][CH:26]=[CH:25][N:24]=1.C(N(CC)CC)C, predict the reaction product. The product is: [NH2:1][C:2]1[N:7]=[C:6]([N:8]2[C:16]3[C:11](=[CH:12][CH:13]=[C:14]([I:17])[CH:15]=3)[C:10]([C:18]([N:22]([CH3:21])[C:23]3[CH:28]=[CH:27][CH:26]=[CH:25][N:24]=3)=[O:19])=[N:9]2)[CH:5]=[CH:4][N:3]=1. (5) Given the reactants C([Li])CCC.[F:6][C:7]([F:15])([F:14])[CH:8]([OH:13])[C:9]([F:12])(F)[F:10].[CH:16]12[CH2:22][CH:19]([CH:20]=[CH:21]1)[CH2:18][CH:17]2[C:23]([O:25][CH2:26][C:27](=[O:29])[CH3:28])=[O:24].Cl.[O:31]1CCCC1, predict the reaction product. The product is: [CH:16]12[CH2:22][CH:19]([CH:20]=[CH:21]1)[CH2:18][CH:17]2[C:23]([O:25][CH2:26][C:27]([CH3:28])([OH:29])[C:9]([F:12])([F:10])[C:8]([OH:31])([OH:13])[C:7]([F:15])([F:14])[F:6])=[O:24]. (6) Given the reactants [Br:1][C:2]1[C:3]([CH3:18])=[N:4][N:5]([CH2:14][CH2:15][CH2:16][OH:17])[C:6]=1[C:7]1[CH:12]=[CH:11][C:10]([F:13])=[CH:9][CH:8]=1.C(N(CC)CC)C.O.C(=O)([O-])[O-].[K+].[K+], predict the reaction product. The product is: [Br:1][C:2]1[C:3]([CH3:18])=[N:4][N:5]([CH2:14][CH2:15][CH:16]=[O:17])[C:6]=1[C:7]1[CH:8]=[CH:9][C:10]([F:13])=[CH:11][CH:12]=1.